Dataset: Reaction yield outcomes from USPTO patents with 853,638 reactions. Task: Predict the reaction yield, written as a fraction of the theoretical maximum amount of product (1.0 means a 100% yield; for example, 0.34 means a 34% yield). (1) The reactants are Br[C:2]1[CH:3]=[CH:4][C:5]([N+:14]([O-:16])=[O:15])=[C:6]2[C:11]=1[NH:10][CH:9]=[C:8]([CH3:12])[C:7]2=[O:13].CC1(C)C(C)(C)OB([C:25]2[CH2:30][CH2:29][CH:28]([C:31]([O:33][CH2:34][CH3:35])=[O:32])[CH2:27][CH:26]=2)O1.C([O-])([O-])=O.[Na+].[Na+]. The catalyst is O1CCOCC1.O.C1C=CC([P]([Pd]([P](C2C=CC=CC=2)(C2C=CC=CC=2)C2C=CC=CC=2)([P](C2C=CC=CC=2)(C2C=CC=CC=2)C2C=CC=CC=2)[P](C2C=CC=CC=2)(C2C=CC=CC=2)C2C=CC=CC=2)(C2C=CC=CC=2)C2C=CC=CC=2)=CC=1. The product is [CH3:12][C:8]1[C:7](=[O:13])[C:6]2[C:11](=[C:2]([C:25]3[CH2:30][CH2:29][CH:28]([C:31]([O:33][CH2:34][CH3:35])=[O:32])[CH2:27][CH:26]=3)[CH:3]=[CH:4][C:5]=2[N+:14]([O-:16])=[O:15])[NH:10][CH:9]=1. The yield is 0.670. (2) The reactants are NC(N)=O.[CH:5]([NH:8][S:9]([C:12]1[C:17]([Cl:18])=[CH:16][CH:15]=[C:14]([NH2:19])[C:13]=1[OH:20])(=[O:11])=[O:10])([CH3:7])[CH3:6].[Cl:21][C:22]1[C:27]([Cl:28])=[CH:26][CH:25]=[CH:24][C:23]=1[N:29]=[C:30]=[O:31]. No catalyst specified. The product is [Cl:18][C:17]1[CH:16]=[CH:15][C:14]([NH:19][C:30]([NH:29][C:23]2[CH:24]=[CH:25][CH:26]=[C:27]([Cl:28])[C:22]=2[Cl:21])=[O:31])=[C:13]([OH:20])[C:12]=1[S:9]([NH:8][CH:5]([CH3:7])[CH3:6])(=[O:11])=[O:10]. The yield is 0.320.